Dataset: Reaction yield outcomes from USPTO patents with 853,638 reactions. Task: Predict the reaction yield, written as a fraction of the theoretical maximum amount of product (1.0 means a 100% yield; for example, 0.34 means a 34% yield). (1) The product is [CH2:10]([N:17]1[CH2:21][CH:20]([CH2:22][CH:5]([CH3:6])[CH2:7][CH2:8][CH3:9])[CH2:19][C:18]1=[O:24])[C:11]1[CH:16]=[CH:15][CH:14]=[CH:13][CH:12]=1. The yield is 0.690. The catalyst is C1COCC1. The reactants are [Mg].II.Br[CH:5]([CH2:7][CH2:8][CH3:9])[CH3:6].[CH2:10]([N:17]1[CH2:21][CH:20]([CH2:22]I)[CH2:19][C:18]1=[O:24])[C:11]1[CH:16]=[CH:15][CH:14]=[CH:13][CH:12]=1. (2) The reactants are [CH:1]1([C:4]2[N:8]([C:9]3[CH:14]=[C:13]([N+:15]([O-:17])=[O:16])[CH:12]=[CH:11][C:10]=3F)[N:7]=[N:6][N:5]=2)[CH2:3][CH2:2]1.[Si:19]([O:26][CH2:27][CH2:28][OH:29])([C:22]([CH3:25])([CH3:24])[CH3:23])([CH3:21])[CH3:20].C([O-])([O-])=O.[Cs+].[Cs+].CCOC(C)=O. The product is [Si:19]([O:26][CH2:27][CH2:28][O:29][C:10]1[CH:11]=[CH:12][C:13]([N+:15]([O-:17])=[O:16])=[CH:14][C:9]=1[N:8]1[C:4]([CH:1]2[CH2:3][CH2:2]2)=[N:5][N:6]=[N:7]1)([C:22]([CH3:24])([CH3:25])[CH3:23])([CH3:21])[CH3:20]. The catalyst is CN(C=O)C.O. The yield is 0.130. (3) The reactants are [CH3:1][NH:2][C:3]1[N:8]=[C:7]([CH2:9][CH2:10][O:11][C:12]2[CH:17]=[CH:16][C:15]([CH2:18][CH:19]([C:26]3[S:27][CH:28]=[CH:29][N:30]=3)[CH2:20][C:21]([O:23]CC)=[O:22])=[CH:14][CH:13]=2)[CH:6]=[CH:5][CH:4]=1.[Li+].[OH-]. The catalyst is C1COCC1.O. The product is [CH3:1][NH:2][C:3]1[N:8]=[C:7]([CH2:9][CH2:10][O:11][C:12]2[CH:17]=[CH:16][C:15]([CH2:18][CH:19]([C:26]3[S:27][CH:28]=[CH:29][N:30]=3)[CH2:20][C:21]([OH:23])=[O:22])=[CH:14][CH:13]=2)[CH:6]=[CH:5][CH:4]=1. The yield is 0.530. (4) The reactants are C[O:2][C:3](=[O:41])[C:4]1[CH:9]=[CH:8][CH:7]=[C:6]([N:10]2[C:15]3[N:16]=[CH:17][C:18]([F:20])=[CH:19][C:14]=3[C:13](=[O:21])[N:12]([CH:22]3[CH2:27][CH2:26][CH:25]([NH:28][C:29]([C:31]4[N:32]=[C:33]5[CH:38]=[CH:37][CH:36]=[CH:35][N:34]5[CH:39]=4)=[O:30])[CH2:24][CH2:23]3)[C:11]2=[O:40])[CH:5]=1.[OH-].[Li+].C(O)(=O)C. The catalyst is O1CCOCC1.O. The product is [F:20][C:18]1[CH:17]=[N:16][C:15]2[N:10]([C:6]3[CH:5]=[C:4]([CH:9]=[CH:8][CH:7]=3)[C:3]([OH:41])=[O:2])[C:11](=[O:40])[N:12]([C@H:22]3[CH2:27][CH2:26][C@@H:25]([NH:28][C:29]([C:31]4[N:32]=[C:33]5[CH:38]=[CH:37][CH:36]=[CH:35][N:34]5[CH:39]=4)=[O:30])[CH2:24][CH2:23]3)[C:13](=[O:21])[C:14]=2[CH:19]=1. The yield is 0.260. (5) The reactants are II.[Mg].Br[CH2:5][CH2:6][C:7]1[S:8][CH:9]=[CH:10][CH:11]=1.[CH3:12][CH:13]([CH3:17])[CH2:14][CH:15]=[O:16].Cl. The catalyst is O1CCCC1. The product is [CH3:12][CH:13]([CH3:17])[CH2:14][CH:15]([OH:16])[CH2:5][CH2:6][C:7]1[S:8][CH:9]=[CH:10][CH:11]=1. The yield is 0.300. (6) The reactants are [NH:1]1[C:5]2[CH:6]=[CH:7][C:8]([C:10]([OH:12])=O)=[CH:9][C:4]=2[N:3]=[CH:2]1.[CH3:13][O:14][C:15]1[CH:28]=[CH:27][C:18]2[C@@H:19]3[C@H:24]([CH2:25][CH2:26][C:17]=2[CH:16]=1)[NH:23][CH2:22][CH2:21][CH2:20]3. No catalyst specified. The product is [NH:1]1[C:5]2[CH:6]=[CH:7][C:8]([C:10]([N:23]3[C@@H:24]4[C@@H:19]([C:18]5[CH:27]=[CH:28][C:15]([O:14][CH3:13])=[CH:16][C:17]=5[CH2:26][CH2:25]4)[CH2:20][CH2:21][CH2:22]3)=[O:12])=[CH:9][C:4]=2[N:3]=[CH:2]1. The yield is 0.780. (7) The product is [CH3:16][C@H:3]([CH2:2][N:24]1[CH2:25][CH2:26][CH:21]([O:20][CH2:17][CH2:18][CH3:19])[CH2:22][CH2:23]1)[CH2:4][N:5]1[C:14]2[C:9](=[CH:10][CH:11]=[CH:12][CH:13]=2)[CH2:8][CH2:7][C:6]1=[O:15]. The catalyst is CC#N. The yield is 0.380. The reactants are I[CH2:2][C@@H:3]([CH3:16])[CH2:4][N:5]1[C:14]2[C:9](=[CH:10][CH:11]=[CH:12][CH:13]=2)[CH2:8][CH2:7][C:6]1=[O:15].[CH2:17]([O:20][CH:21]1[CH2:26][CH2:25][NH:24][CH2:23][CH2:22]1)[CH2:18][CH3:19].